From a dataset of Catalyst prediction with 721,799 reactions and 888 catalyst types from USPTO. Predict which catalyst facilitates the given reaction. (1) Reactant: [CH:1](O)=[O:2].[NH2:4][C:5]1[C:6]2[C:31]([CH3:36])([C:32]([NH:34][NH2:35])=[O:33])[C:30](=[O:37])[NH:29][C:7]=2[N:8]=[C:9]([C:11]2[C:19]3[C:14](=[N:15][CH:16]=[CH:17][CH:18]=3)[N:13]([CH2:20][CH2:21][C:22]([F:28])([F:27])[C:23]([F:26])([F:25])[F:24])[N:12]=2)[N:10]=1. The catalyst class is: 10. Product: [NH2:4][C:5]1[C:6]2[C:31]([CH3:36])([C:32]([NH:34][NH:35][CH:1]=[O:2])=[O:33])[C:30](=[O:37])[NH:29][C:7]=2[N:8]=[C:9]([C:11]2[C:19]3[C:14](=[N:15][CH:16]=[CH:17][CH:18]=3)[N:13]([CH2:20][CH2:21][C:22]([F:28])([F:27])[C:23]([F:25])([F:24])[F:26])[N:12]=2)[N:10]=1. (2) Reactant: [CH2:1]([O:3][C:4](=[O:21])[C:5]([CH3:20])([O:7][C:8]1[CH:13]=[CH:12][CH:11]=[C:10]([C:14]2[CH:15]=[N:16][CH:17]=[CH:18][CH:19]=2)[CH:9]=1)[CH3:6])C.Cl.[H][H]. Product: [CH3:1][O:3][C:4](=[O:21])[C:5]([CH3:6])([O:7][C:8]1[CH:13]=[CH:12][CH:11]=[C:10]([CH:14]2[CH2:19][CH2:18][CH2:17][NH:16][CH2:15]2)[CH:9]=1)[CH3:20]. The catalyst class is: 465.